Dataset: Full USPTO retrosynthesis dataset with 1.9M reactions from patents (1976-2016). Task: Predict the reactants needed to synthesize the given product. (1) Given the product [S:15]1[CH:16]=[C:12]([C:9]2[CH:10]=[CH:11][C:6]([O:5][CH2:4][CH2:3][CH2:2][NH:28][CH2:21][C:22]3[CH:27]=[CH:26][CH:25]=[CH:24][CH:23]=3)=[CH:7][CH:8]=2)[C:13]2[CH:20]=[CH:19][CH:18]=[CH:17][C:14]1=2, predict the reactants needed to synthesize it. The reactants are: Br[CH2:2][CH2:3][CH2:4][O:5][C:6]1[CH:11]=[CH:10][C:9]([C:12]2[C:13]3[CH:20]=[CH:19][CH:18]=[CH:17][C:14]=3[S:15][CH:16]=2)=[CH:8][CH:7]=1.[CH2:21]([NH2:28])[C:22]1[CH:27]=[CH:26][CH:25]=[CH:24][CH:23]=1.C(=O)([O-])[O-].[K+].[K+].C(#N)C. (2) Given the product [CH2:17]([N:24]1[CH2:29][CH2:28][CH:27]([CH2:30][CH2:31][NH:32][C:4]2[C:5](=[O:16])[C:6](=[O:15])[C:7]=2[NH:8][C:9]2[CH:10]=[CH:11][N:12]=[CH:13][CH:14]=2)[CH2:26][CH2:25]1)[C:18]1[CH:23]=[CH:22][CH:21]=[CH:20][CH:19]=1, predict the reactants needed to synthesize it. The reactants are: C(O[C:4]1[C:5](=[O:16])[C:6](=[O:15])[C:7]=1[NH:8][C:9]1[CH:14]=[CH:13][N:12]=[CH:11][CH:10]=1)C.[CH2:17]([N:24]1[CH2:29][CH2:28][CH:27]([CH2:30][CH2:31][NH2:32])[CH2:26][CH2:25]1)[C:18]1[CH:23]=[CH:22][CH:21]=[CH:20][CH:19]=1. (3) Given the product [CH2:24]1[N:17]2[C:18]3[C:14]([C@@H:15]4[CH2:28][NH:27][CH2:26][CH2:25][C@@H:16]42)=[CH:13][C:12]([NH:11][CH2:5][C:4]2[CH:7]=[CH:8][CH:9]=[CH:10][C:3]=2[C:1]#[N:2])=[CH:20][C:19]=3[CH2:21][O:22][CH2:23]1, predict the reactants needed to synthesize it. The reactants are: [C:1]([C:3]1[CH:10]=[CH:9][CH:8]=[CH:7][C:4]=1[CH:5]=O)#[N:2].[NH2:11][C:12]1[CH:13]=[C:14]2[C:18]3=[C:19]([CH2:21][O:22][CH2:23][CH2:24][N:17]3[C@H:16]3[CH2:25][CH2:26][N:27](C(OC(C)(C)C)=O)[CH2:28][C@@H:15]23)[CH:20]=1. (4) Given the product [OH:41][CH2:42][CH2:43][CH2:44][C:3]1[CH:4]=[CH:5][C:6]([C:9]2[CH:14]=[CH:13][CH:12]=[C:11]([S:15]([C:18]3[CH:19]=[C:20]4[C:25](=[C:26]([CH3:28])[CH:27]=3)[N:24]=[CH:23][C:22]([C:29]([NH2:31])=[O:30])=[C:21]4[NH:32][C:33]3[CH:38]=[CH:37][CH:36]=[C:35]([O:39][CH3:40])[CH:34]=3)(=[O:16])=[O:17])[CH:10]=2)=[CH:7][CH:8]=1, predict the reactants needed to synthesize it. The reactants are: OC[C:3]1[CH:8]=[CH:7][C:6]([C:9]2[CH:14]=[CH:13][CH:12]=[C:11]([S:15]([C:18]3[CH:19]=[C:20]4[C:25](=[C:26]([CH3:28])[CH:27]=3)[N:24]=[CH:23][C:22]([C:29]([NH2:31])=[O:30])=[C:21]4[NH:32][C:33]3[CH:38]=[CH:37][CH:36]=[C:35]([O:39][CH3:40])[CH:34]=3)(=[O:17])=[O:16])[CH:10]=2)=[CH:5][CH:4]=1.[OH:41][CH2:42][CH2:43][CH2:44]C1C=CC(B(O)O)=CC=1. (5) Given the product [CH3:1][O:2][C:3](=[O:22])[C:4]1[CH:9]=[CH:8][CH:7]=[C:6]([S:10][C:11]2[C:19]3[C:14](=[CH:15][C:16]([Cl:20])=[CH:17][CH:18]=3)[N:13]([C:24]3[CH:29]=[N:28][C:27]([C:30]([F:33])([F:32])[F:31])=[CH:26][CH:25]=3)[C:12]=2[CH3:21])[CH:5]=1, predict the reactants needed to synthesize it. The reactants are: [CH3:1][O:2][C:3](=[O:22])[C:4]1[CH:9]=[CH:8][CH:7]=[C:6]([S:10][C:11]2[C:19]3[C:14](=[CH:15][C:16]([Cl:20])=[CH:17][CH:18]=3)[NH:13][C:12]=2[CH3:21])[CH:5]=1.Br[C:24]1[CH:25]=[CH:26][C:27]([C:30]([F:33])([F:32])[F:31])=[N:28][CH:29]=1.